From a dataset of Forward reaction prediction with 1.9M reactions from USPTO patents (1976-2016). Predict the product of the given reaction. (1) The product is: [N:30]1[C:22]([C:21]2[N:20]=[C:19]([C:40]3[CH2:45][CH2:44][N:43]([C:46]([O:48][C:49]([CH3:52])([CH3:51])[CH3:50])=[O:47])[CH2:42][CH:41]=3)[CH:18]=[N:17][C:16]=2[N:8]([C:9]([O:10][C:11]([CH3:14])([CH3:13])[CH3:12])=[O:15])[C:6]([O:5][C:1]([CH3:4])([CH3:3])[CH3:2])=[O:7])=[N:23][N:24]2[CH:29]=[CH:28][CH:27]=[CH:26][C:25]=12. Given the reactants [C:1]([O:5][C:6]([N:8]([C:16]1[C:21]([C:22]2[N:30]=[C:25]3[CH:26]=[CH:27][CH:28]=[CH:29][N:24]3[N:23]=2)=[N:20][C:19](Br)=[CH:18][N:17]=1)[C:9](=[O:15])[O:10][C:11]([CH3:14])([CH3:13])[CH3:12])=[O:7])([CH3:4])([CH3:3])[CH3:2].CC1(C)C(C)(C)OB([C:40]2[CH2:41][CH2:42][N:43]([C:46]([O:48][C:49]([CH3:52])([CH3:51])[CH3:50])=[O:47])[CH2:44][CH:45]=2)O1.C([O-])([O-])=O.[K+].[K+].CCOC(C)=O.O, predict the reaction product. (2) Given the reactants [Cl:1][C:2]1[CH:7]=[CH:6][C:5]([C:8]2[S:12][C:11]([CH3:13])=[N:10][C:9]=2[C:14]([OH:16])=O)=[CH:4][CH:3]=1.[NH:17]1[CH2:22][CH2:21][CH2:20][C@@H:19]([NH:23][C:24]([C:26]2[N:33]3[C:29]([S:30][CH:31]=[CH:32]3)=[N:28][C:27]=2[CH3:34])=[O:25])[CH2:18]1, predict the reaction product. The product is: [Cl:1][C:2]1[CH:3]=[CH:4][C:5]([C:8]2[S:12][C:11]([CH3:13])=[N:10][C:9]=2[C:14]([N:17]2[CH2:22][CH2:21][CH2:20][C@@H:19]([NH:23][C:24]([C:26]3[N:33]4[C:29]([S:30][CH:31]=[CH:32]4)=[N:28][C:27]=3[CH3:34])=[O:25])[CH2:18]2)=[O:16])=[CH:6][CH:7]=1. (3) The product is: [CH3:19][C@H:17]1[CH2:16][N:15]([CH2:2][CH2:3][CH2:4][OH:5])[CH2:14][C@@H:13]([CH3:12])[O:18]1. Given the reactants Cl[CH2:2][CH2:3][CH2:4][OH:5].C(=O)([O-])[O-].[K+].[K+].[CH3:12][CH:13]1[O:18][CH:17]([CH3:19])[CH2:16][NH:15][CH2:14]1, predict the reaction product. (4) Given the reactants C([O-])([O-])=O.[Cs+].[Cs+].Br[CH2:8][C:9]([O:11][CH2:12][CH3:13])=[O:10].[F:14][C:15]1[CH:20]=[CH:19][C:18]([C:21]2[C:30]3[C:25](=[CH:26][C:27]([S:31]([N:34]([CH2:40][C:41]4[CH:46]=[CH:45][C:44]([O:47][CH3:48])=[CH:43][CH:42]=4)[C:35]4[S:36][CH:37]=[CH:38][N:39]=4)(=[O:33])=[O:32])=[CH:28][CH:29]=3)[CH:24]=[CH:23][N:22]=2)=[C:17]([OH:49])[CH:16]=1, predict the reaction product. The product is: [F:14][C:15]1[CH:20]=[CH:19][C:18]([C:21]2[C:30]3[C:25](=[CH:26][C:27]([S:31](=[O:32])(=[O:33])[N:34]([CH2:40][C:41]4[CH:46]=[CH:45][C:44]([O:47][CH3:48])=[CH:43][CH:42]=4)[C:35]4[S:36][CH:37]=[CH:38][N:39]=4)=[CH:28][CH:29]=3)[CH:24]=[CH:23][N:22]=2)=[C:17]([CH:16]=1)[O:49][CH2:8][C:9]([O:11][CH2:12][CH3:13])=[O:10]. (5) Given the reactants [Br:1][C:2]1[CH:3]=[C:4]([N:8]2[C:12]3=[N:13][CH:14]=[C:15]([F:17])[CH:16]=[C:11]3[C:10]([C:18]([O:20]C)=O)=[N:9]2)[CH:5]=[CH:6][CH:7]=1.C([NH2:24])=O.C[O-].[Na+], predict the reaction product. The product is: [Br:1][C:2]1[CH:3]=[C:4]([N:8]2[C:12]3=[N:13][CH:14]=[C:15]([F:17])[CH:16]=[C:11]3[C:10]([C:18]([NH2:24])=[O:20])=[N:9]2)[CH:5]=[CH:6][CH:7]=1.